This data is from Full USPTO retrosynthesis dataset with 1.9M reactions from patents (1976-2016). The task is: Predict the reactants needed to synthesize the given product. (1) Given the product [C:1]([C:3]1[N:8]=[CH:7][C:6]2[C:9]([C:28]([NH2:32])=[O:30])=[N:10][N:11]([C:12]3[CH:17]=[CH:16][CH:15]=[C:14]([C:18]#[C:19][C@:20]4([OH:27])[CH2:24][CH2:23][N:22]([CH3:25])[C:21]4=[O:26])[CH:13]=3)[C:5]=2[CH:4]=1)#[N:2], predict the reactants needed to synthesize it. The reactants are: [C:1]([C:3]1[N:8]=[CH:7][C:6]2[C:9]([C:28]([O:30]C)=O)=[N:10][N:11]([C:12]3[CH:17]=[CH:16][CH:15]=[C:14]([C:18]#[C:19][C@:20]4([OH:27])[CH2:24][CH2:23][N:22]([CH3:25])[C:21]4=[O:26])[CH:13]=3)[C:5]=2[CH:4]=1)#[N:2].[NH3:32]. (2) Given the product [N:3]12[CH2:10][CH2:9][CH:6]([CH2:7][CH2:8]1)[C@@H:5]([NH:11][C:24]([C:22]1[O:23][C:19]([C:16]3[CH:17]=[CH:18][C:13]([Cl:12])=[CH:14][CH:15]=3)=[CH:20][CH:21]=1)=[O:25])[CH2:4]2, predict the reactants needed to synthesize it. The reactants are: Cl.Cl.[N:3]12[CH2:10][CH2:9][CH:6]([CH2:7][CH2:8]1)[C@@H:5]([NH2:11])[CH2:4]2.[Cl:12][C:13]1[CH:18]=[CH:17][C:16]([C:19]2[O:23][C:22]([C:24](O)=[O:25])=[CH:21][CH:20]=2)=[CH:15][CH:14]=1. (3) Given the product [CH2:36]([O:35][C:33](=[O:34])[CH2:32][N:2]1[N:3]=[N:4][C:5]([C:6]2[S:10][C:9]([N:11]3[CH2:16][CH2:15][N:14]([C:17]([O:19][CH2:20][CH2:22][CH2:29][CH3:30])=[O:18])[CH2:13][CH2:12]3)=[N:8][CH:7]=2)=[N:1]1)[CH3:37], predict the reactants needed to synthesize it. The reactants are: [N:1]1[NH:2][N:3]=[N:4][C:5]=1[C:6]1[S:10][C:9]([N:11]2[CH2:16][CH2:15][N:14]([C:17]([O:19][C:20](C)([CH3:22])C)=[O:18])[CH2:13][CH2:12]2)=[N:8][CH:7]=1.C(N([CH2:29][CH3:30])CC)C.Br[CH2:32][C:33]([O:35][CH2:36][CH3:37])=[O:34].O. (4) Given the product [CH3:11][O:10][C:7]1[CH:8]=[CH:9][C:4]([C:2]([OH:3])([CH2:14][CH3:15])[CH3:1])=[CH:5][CH:6]=1, predict the reactants needed to synthesize it. The reactants are: [CH3:1][C:2]([C:4]1[CH:9]=[CH:8][C:7]([O:10][CH3:11])=[CH:6][CH:5]=1)=[O:3].[Na+].[Cl-].[C:14]1(C(O)(CCCC)CC)C=CC=C[CH:15]=1.CC1C=CC=CC=1C(O)(CC)C. (5) Given the product [F:1][C:2]1[CH:7]=[C:6]([CH3:8])[C:5]([S:9]([CH2:10][C:11]([F:12])([F:13])[F:14])=[O:41])=[CH:4][C:3]=1[N:15]1[C:19]([NH:20][CH2:21][C:22]#[CH:23])=[CH:18][C:17]([O:24][CH2:25][C:26]([F:31])([F:32])[C:27]([F:28])([F:29])[F:30])=[N:16]1, predict the reactants needed to synthesize it. The reactants are: [F:1][C:2]1[CH:7]=[C:6]([CH3:8])[C:5]([S:9][CH2:10][C:11]([F:14])([F:13])[F:12])=[CH:4][C:3]=1[N:15]1[C:19]([NH:20][CH2:21][C:22]#[CH:23])=[CH:18][C:17]([O:24][CH2:25][C:26]([F:32])([F:31])[C:27]([F:30])([F:29])[F:28])=[N:16]1.ClC1C=CC=C(C(OO)=[O:41])C=1. (6) Given the product [CH3:1][C@H:2]1[CH2:7][N:6]([CH2:51][C:50]2[CH:53]=[CH:54][C:47]([F:46])=[CH:48][CH:49]=2)[C@H:5]([CH3:8])[CH2:4][N:3]1[C@H:9]([C:24]1[CH:25]=[CH:26][C:27]([C:28]([N:30]([CH2:31][CH3:32])[CH2:33][CH3:34])=[O:29])=[CH:35][CH:36]=1)[C:10]1[CH:15]=[CH:14][CH:13]=[C:12]([OH:16])[CH:11]=1, predict the reactants needed to synthesize it. The reactants are: [CH3:1][C@H:2]1[CH2:7][NH:6][C@H:5]([CH3:8])[CH2:4][N:3]1[C@H:9]([C:24]1[CH:36]=[CH:35][C:27]([C:28]([N:30]([CH2:33][CH3:34])[CH2:31][CH3:32])=[O:29])=[CH:26][CH:25]=1)[C:10]1[CH:15]=[CH:14][CH:13]=[C:12]([O:16]S(C(F)(F)F)(=O)=O)[CH:11]=1.[I-].[Na+].C(N(CC)CC)C.[F:46][C:47]1[CH:54]=[CH:53][C:50]([CH2:51]Br)=[CH:49][CH:48]=1.[OH-].[Na+]. (7) Given the product [C:7](=[CH:6][CH2:5][O:39][N:51]([C:46]1[CH:45]=[CH:50][CH:49]=[CH:48][CH:47]=1)[C:52]([O:1][CH:2]1[CH2:20][CH:19]2[N:4]([C:5](=[O:39])[CH:6]([NH:31][C:32]([O:34][C:35]([CH3:36])([CH3:38])[CH3:37])=[O:33])[CH2:7][O:8][CH2:9][CH2:10][CH2:11][CH:12]=[CH:13][CH:14]3[C:16]([C:22]([NH:24][S:25]([CH:28]4[CH2:29][CH2:30]4)(=[O:26])=[O:27])=[O:23])([NH:17][C:18]2=[O:21])[CH2:15]3)[CH2:3]1)=[O:53])=[O:8], predict the reactants needed to synthesize it. The reactants are: [OH:1][CH:2]1[CH2:20][CH:19]2[N:4]([C:5](=[O:39])[CH:6]([NH:31][C:32]([O:34][C:35]([CH3:38])([CH3:37])[CH3:36])=[O:33])[CH2:7][O:8][CH2:9][CH2:10][CH2:11][CH:12]=[CH:13][CH:14]3[C:16]([C:22]([NH:24][S:25]([CH:28]4[CH2:30][CH2:29]4)(=[O:27])=[O:26])=[O:23])([NH:17][C:18]2=[O:21])[CH2:15]3)[CH2:3]1.C(=CCO[C:45]1[CH:50]=[CH:49][CH:48]=[CH:47][C:46]=1[N:51]=[C:52]=[O:53])=O. (8) Given the product [CH3:35][O:34][C:32](=[O:33])[CH2:31][O:1][CH2:2][C:3]1([C:22]2[CH:23]=[CH:24][CH:25]=[CH:26][CH:27]=2)[CH2:8][CH2:7][N:6]([C:9]([O:11][CH:12]2[CH:19]3[CH2:20][CH:15]4[CH2:16][CH:17]([CH2:21][CH:13]2[CH2:14]4)[CH2:18]3)=[O:10])[CH2:5][CH2:4]1, predict the reactants needed to synthesize it. The reactants are: [OH:1][CH2:2][C:3]1([C:22]2[CH:27]=[CH:26][CH:25]=[CH:24][CH:23]=2)[CH2:8][CH2:7][N:6]([C:9]([O:11][CH:12]2[CH:19]3[CH2:20][CH:15]4[CH2:16][CH:17]([CH2:21][CH:13]2[CH2:14]4)[CH2:18]3)=[O:10])[CH2:5][CH2:4]1.[H-].[Na+].Br[CH2:31][C:32]([O:34][CH3:35])=[O:33]. (9) Given the product [I:26][C:17]1[CH:18]=[C:19]([O:24][CH3:25])[C:20]([O:22][CH3:23])=[CH:21][C:16]=1[C:15]([NH:14][CH2:13]/[CH:12]=[CH:34]\[C:33]([O:9][CH2:5][CH3:6])=[O:3])=[O:27], predict the reactants needed to synthesize it. The reactants are: CS(C)=[O:3].[C:5](Cl)(=[O:9])[C:6](Cl)=O.O[CH2:12][CH2:13][NH:14][C:15](=[O:27])[C:16]1[CH:21]=[C:20]([O:22][CH3:23])[C:19]([O:24][CH3:25])=[CH:18][C:17]=1[I:26].CCN([CH2:33][CH3:34])CC.C1C=CC(P(C2C=CC=CC=2)C2C=CC=CC=2)=CC=1. (10) Given the product [Cl:32][C:33]1[CH:38]=[CH:37][CH:36]=[CH:35][C:34]=1[C:2]1[C:3](=[O:31])[N:4]([CH2:22][C@H:23]([NH2:30])[C:24]2[CH:29]=[CH:28][CH:27]=[CH:26][CH:25]=2)[C:5](=[O:21])[N:6]([CH2:9][C:10]2[C:15]([C:16]([F:19])([F:18])[F:17])=[CH:14][CH:13]=[CH:12][C:11]=2[F:20])[C:7]=1[CH3:8], predict the reactants needed to synthesize it. The reactants are: Br[C:2]1[C:3](=[O:31])[N:4]([CH2:22][C@H:23]([NH2:30])[C:24]2[CH:29]=[CH:28][CH:27]=[CH:26][CH:25]=2)[C:5](=[O:21])[N:6]([CH2:9][C:10]2[C:15]([C:16]([F:19])([F:18])[F:17])=[CH:14][CH:13]=[CH:12][C:11]=2[F:20])[C:7]=1[CH3:8].[Cl:32][C:33]1[CH:38]=[CH:37][CH:36]=[CH:35][C:34]=1B(O)O.C(=O)([O-])[O-].[Na+].[Na+].